From a dataset of Catalyst prediction with 721,799 reactions and 888 catalyst types from USPTO. Predict which catalyst facilitates the given reaction. Reactant: [CH3:1][C:2]1[C:7]([C:8]([OH:10])=O)=[CH:6][CH:5]=[CH:4][N:3]=1.C(Cl)(=O)C([Cl:14])=O.CN(C)C=O. Product: [CH3:1][C:2]1[C:7]([C:8]([Cl:14])=[O:10])=[CH:6][CH:5]=[CH:4][N:3]=1. The catalyst class is: 7.